From a dataset of Forward reaction prediction with 1.9M reactions from USPTO patents (1976-2016). Predict the product of the given reaction. Given the reactants [CH3:1][CH:2]([NH:6][CH:7]1[CH2:12][CH2:11][N:10]([C:13]([O:15][C:16]([CH3:19])([CH3:18])[CH3:17])=[O:14])[CH2:9][CH2:8]1)[CH:3]([CH3:5])[CH3:4].[F:20][C:21]([F:31])([F:30])[C:22]1[CH:29]=[CH:28][CH:27]=[CH:26][C:23]=1[CH2:24]Br.C(=O)([O-])[O-].[K+].[K+], predict the reaction product. The product is: [F:20][C:21]([F:30])([F:31])[C:22]1[CH:29]=[CH:28][CH:27]=[CH:26][C:23]=1[CH2:24][N:6]([CH:2]([CH3:1])[CH:3]([CH3:4])[CH3:5])[CH:7]1[CH2:8][CH2:9][N:10]([C:13]([O:15][C:16]([CH3:19])([CH3:18])[CH3:17])=[O:14])[CH2:11][CH2:12]1.